This data is from Reaction yield outcomes from USPTO patents with 853,638 reactions. The task is: Predict the reaction yield, written as a fraction of the theoretical maximum amount of product (1.0 means a 100% yield; for example, 0.34 means a 34% yield). (1) The reactants are C[Si]([N-][Si](C)(C)C)(C)C.[Na+].O1CCCC1.Cl[C:17]1[C:26]2[C:21](=[CH:22][C:23]([O:29][CH2:30][CH2:31][CH2:32][N:33]3[CH2:38][CH2:37][O:36][CH2:35][CH2:34]3)=[C:24]([O:27][CH3:28])[CH:25]=2)[N:20]=[CH:19][N:18]=1.[Cl:39][C:40]1[CH:48]=[C:47]([C:49]#[C:50][C:51]2[CH:56]=[CH:55][CH:54]=[CH:53][N:52]=2)[C:43]2[O:44][CH2:45][O:46][C:42]=2[C:41]=1[NH2:57].[Cl-].[NH4+]. The catalyst is CN(C)C=O. The product is [Cl:39][C:40]1[CH:48]=[C:47]([C:49]#[C:50][C:51]2[CH:56]=[CH:55][CH:54]=[CH:53][N:52]=2)[C:43]2[O:44][CH2:45][O:46][C:42]=2[C:41]=1[NH:57][C:17]1[C:26]2[C:21](=[CH:22][C:23]([O:29][CH2:30][CH2:31][CH2:32][N:33]3[CH2:38][CH2:37][O:36][CH2:35][CH2:34]3)=[C:24]([O:27][CH3:28])[CH:25]=2)[N:20]=[CH:19][N:18]=1. The yield is 0.320. (2) The reactants are [CH2:1]([O:3]/[CH:4]=[CH:5]/[CH3:6])[CH3:2].N1C=CC=CC=1.[Cl:13][C:14]([Cl:19])([Cl:18])[C:15](Cl)=[O:16]. The catalyst is C(Cl)Cl. The product is [Cl:13][C:14]([Cl:19])([Cl:18])[C:15](=[O:16])/[C:5](/[CH3:6])=[CH:4]/[O:3][CH2:1][CH3:2]. The yield is 0.186. (3) The reactants are N12[CH2:8][CH2:7]N(CC1)CC2.[C:9]([O:13][C:14]([N:16]1[CH2:21][CH2:20][CH:19]([CH2:22][OH:23])[CH2:18][CH2:17]1)=[O:15])([CH3:12])([CH3:11])[CH3:10].[C:24]1(C)[C:25]([S:30](Cl)(=[O:32])=[O:31])=[CH:26][CH:27]=C[CH:29]=1. The catalyst is COC(C)(C)C.CCOCC. The product is [C:9]([O:13][C:14]([N:16]1[CH2:21][CH2:20][CH:19]([CH2:22][O:23][S:30]([C:25]2[CH:26]=[CH:27][C:7]([CH3:8])=[CH:29][CH:24]=2)(=[O:32])=[O:31])[CH2:18][CH2:17]1)=[O:15])([CH3:12])([CH3:11])[CH3:10]. The yield is 0.850. (4) The reactants are Cl[C:2]1N=C(Cl)C=C[C:3]=1C(N)=O.CC1(C)C(C)(C)OB(C2CCN(C(OC(C)(C)C)=O)CC=2)O1.[CH3:34][N:35]1[CH2:40][CH2:39][CH:38]([O:41][C:42]2[CH:48]=[CH:47][C:45]([NH2:46])=[CH:44][CH:43]=2)[CH2:37][CH2:36]1.C(O)(=O)C=C.[C:54]([C:57]1[CH:58]=[CH:59][C:60]([C:77]2[CH2:82][CH2:81][N:80]([C:83]([O:85]C(C)(C)C)=O)[CH2:79][CH:78]=2)=[N:61][C:62]=1NC1C=CC(CCN2CCCC2)=CC=1)(=[O:56])[NH2:55].O(C1C=C(C=CC=1)OC1N=CC(C2CCNCC2)=CC=1C(N)=O)C1C=CC=CC=1. No catalyst specified. The product is [C:83]([N:80]1[CH2:79][CH:78]=[C:77]([C:60]2[CH:59]=[CH:58][C:57]([C:54]([NH2:55])=[O:56])=[C:62]([NH:46][C:45]3[CH:47]=[CH:48][C:42]([O:41][CH:38]4[CH2:37][CH2:36][N:35]([CH3:34])[CH2:40][CH2:39]4)=[CH:43][CH:44]=3)[N:61]=2)[CH2:82][CH2:81]1)(=[O:85])[CH:2]=[CH2:3]. The yield is 0.620. (5) The reactants are [CH3:1][C:2]1[O:6][N:5]=[C:4]([C:7]2[CH:12]=[CH:11][CH:10]=[CH:9][CH:8]=2)[C:3]=1[C:13](Cl)=[O:14].Cl.[NH2:17][CH2:18][C:19]1[CH:26]=[CH:25][C:22]([C:23]#[N:24])=[CH:21][N:20]=1. No catalyst specified. The product is [C:23]([C:22]1[CH:25]=[CH:26][C:19]([CH2:18][NH:17][C:13]([C:3]2[C:4]([C:7]3[CH:12]=[CH:11][CH:10]=[CH:9][CH:8]=3)=[N:5][O:6][C:2]=2[CH3:1])=[O:14])=[N:20][CH:21]=1)#[N:24]. The yield is 0.930.